This data is from Peptide-MHC class II binding affinity with 134,281 pairs from IEDB. The task is: Regression. Given a peptide amino acid sequence and an MHC pseudo amino acid sequence, predict their binding affinity value. This is MHC class II binding data. (1) The peptide sequence is LRGLLSTFIAALMGA. The MHC is DRB4_0101 with pseudo-sequence DRB4_0103. The binding affinity (normalized) is 0.468. (2) The peptide sequence is YGIFQSTFLGASQRG. The MHC is DRB1_0901 with pseudo-sequence DRB1_0901. The binding affinity (normalized) is 0.744.